Dataset: Catalyst prediction with 721,799 reactions and 888 catalyst types from USPTO. Task: Predict which catalyst facilitates the given reaction. (1) Reactant: [F:1][C:2]1[CH:3]=[CH:4][C:5]([CH3:19])=[C:6]([C:8]2[CH:17]=[C:16]3[C:11]([CH:12]=[C:13]([NH2:18])[N:14]=[CH:15]3)=[CH:10][CH:9]=2)[CH:7]=1.[CH2:20]([N:22]=[C:23]=[O:24])[CH3:21].N1C=CC=CC=1. Product: [CH2:20]([NH:22][C:23]([NH:18][C:13]1[N:14]=[CH:15][C:16]2[C:11]([CH:12]=1)=[CH:10][CH:9]=[C:8]([C:6]1[CH:7]=[C:2]([F:1])[CH:3]=[CH:4][C:5]=1[CH3:19])[CH:17]=2)=[O:24])[CH3:21]. The catalyst class is: 4. (2) Reactant: [CH:1]([C:3]1[CH:8]=[CH:7][C:6]([N:9]2[CH2:14][CH2:13][CH:12]([N:15]([CH:19]([CH3:21])[CH3:20])[C:16](=[O:18])[CH3:17])[CH2:11][CH2:10]2)=[CH:5][CH:4]=1)=O.[NH2:22][C:23]1[CH:31]=[C:30]([O:32][CH3:33])[CH:29]=[C:28]([O:34][CH3:35])[C:24]=1[C:25]([NH2:27])=[O:26].OS([O-])=O.[Na+].CC1C=CC(S(O)(=O)=O)=CC=1. Product: [CH3:35][O:34][C:28]1[CH:29]=[C:30]([O:32][CH3:33])[CH:31]=[C:23]2[C:24]=1[C:25](=[O:26])[NH:27][C:1]([C:3]1[CH:8]=[CH:7][C:6]([N:9]3[CH2:14][CH2:13][CH:12]([N:15]([CH:19]([CH3:21])[CH3:20])[C:16](=[O:18])[CH3:17])[CH2:11][CH2:10]3)=[CH:5][CH:4]=1)=[N:22]2. The catalyst class is: 287.